Dataset: Experimentally validated miRNA-target interactions with 360,000+ pairs, plus equal number of negative samples. Task: Binary Classification. Given a miRNA mature sequence and a target amino acid sequence, predict their likelihood of interaction. (1) Result: 0 (no interaction). The protein sequence of the target gene is MKKQFNRMRQLANQTVGRAEKTEVLSEDLLQVEKRLELVKQVSHSTHKKLTACLQGQQGAEADKRSKKLPLTTLAQCLMEGSAILGDDTLLGKMLKLCGETEDKLAQELIHFELQVERDVIEPLFLLAEVEIPNIQKQRKHLAKLVLDMDSSRTRWQQTSKSSGLSSSLQPAGAKADALREEMEEAANRVEICRDQLSADMYSFVAKEIDYANYFQTLIEVQAEYHRKSLTLLQAVLPQIKAQQEAWVEKPSFGKPLEEHLTISGREIAFPIEACVTMLLECGMQEEGLFRVAPSASKLK.... The miRNA is hsa-miR-3190-5p with sequence UCUGGCCAGCUACGUCCCCA. (2) The protein sequence of the target gene is MARPDDEEGAAVAPGHPLAKGYLPLPRGAPVGKESVELQNGPKAGTFPVNGAPRDSLAAASGVLGGPQTPLAPEEETQARLLPAGAGAETPGAESSPLPLTALSPRRFVVLLIFSLYSLVNAFQWIQYSIISNVFEGFYGVTLLHIDWLSMVYMLAYVPLIFPATWLLDTRGLRLTALLGSGLNCLGAWIKCGSVQQHLFWVTMLGQCLCSVAQVFILGLPSRIASVWFGPKEVSTACATAVLGNQLGTAVGFLLPPVLVPNTQNDTNLLACNISTMFYGTSAVATLLFILTAIAFKEKP.... The miRNA is hsa-miR-3170 with sequence CUGGGGUUCUGAGACAGACAGU. Result: 1 (interaction). (3) The miRNA is mmu-miR-15b-5p with sequence UAGCAGCACAUCAUGGUUUACA. The protein sequence of the target gene is MSRRALRRLRGEQRGQEPLGPGALHFDLRDDDDAEEEGPKRELGVRRPGGAGKEGVRVNNRFELINIDDLEDDPVVNGERSGCALTDAVAPGNKGRGQRGNTESKTDGDDTETVPSEQSHASGKLRKKKKKQKNKKSSTGEASENGLEDIDRILERIEDSTGLNRPGPAPLSSRKHVLYVEHRHLNPDTELKRYFGARAILGEQRPRQRQRVYPKCTWLTTPKSTWPRYSKPGLSMRLLESKKGLSFFAFEHSEEYQQAQHKFLVAVESMEPNNIVVLLQTSPYHVDSLLQLSDACRFQE.... Result: 0 (no interaction). (4) Result: 1 (interaction). The protein sequence of the target gene is MDPQCTMGLSNILFVMAFLLSGAAPLKIQAYFNETADLPCQFANSQNQSLSELVVFWQDQENLVLNEVYLGKEKFDSVHSKYMGRTSFDSDSWTLRLHNLQIKDKGLYQCIIHHKKPTGMIRIHQMNSELSVLANFSQPEIVPISNITENVYINLTCSSIHGYPEPKKMSVLLRTKNSTIEYDGVMQKSQDNVTELYDVSISLSVSFPDVTSNMTIFCILETDKTRLLSSPFSIELEDPQPPPDHIPWITAVLPTVIICVMVFCLILWKWKKKKRPRNSYKCGTNTMEREESEQTKKREK.... The miRNA is hsa-miR-6873-3p with sequence UUCUCUCUGUCUUUCUCUCUCAG.